This data is from Forward reaction prediction with 1.9M reactions from USPTO patents (1976-2016). The task is: Predict the product of the given reaction. Given the reactants [Li+].CC([N-]C(C)C)C.C[C:10]1(C)[CH:15]=[C:14]([CH3:16])[CH:13]=[C:12]([CH3:17])[NH:11]1.CN(CCN(C)C)C.[CH:27]([O:29][CH2:30][CH2:31]Cl)=[O:28], predict the reaction product. The product is: [CH2:30]([O:29][C:27](=[O:28])[CH2:17][C:12]1[CH:13]=[C:14]([CH3:16])[CH:15]=[CH:10][N:11]=1)[CH3:31].